This data is from Forward reaction prediction with 1.9M reactions from USPTO patents (1976-2016). The task is: Predict the product of the given reaction. (1) The product is: [C:1]([O:5][C:6](=[O:36])[NH:7][C:8]1([C:12]2[CH:17]=[CH:16][C:15]([C:18]3[C:27](=[O:28])[C:26]4[C:21]([O:20][C:19]=3[C:30]3[CH:35]=[CH:34][CH:33]=[CH:32][CH:31]=3)=[C:22]3[N:42]([S:39](=[O:41])(=[O:40])[N:38]([CH3:63])[CH3:37])[N:43]=[CH:44][C:23]3=[CH:24][CH:25]=4)=[CH:14][CH:13]=2)[CH2:11][CH2:10][CH2:9]1)([CH3:4])([CH3:3])[CH3:2]. Given the reactants [C:1]([O:5][C:6](=[O:36])[NH:7][C:8]1([C:12]2[CH:17]=[CH:16][C:15]([C:18]3[C:27](=[O:28])[C:26]4[C:21](=[CH:22][CH:23]=[C:24](F)[CH:25]=4)[O:20][C:19]=3[C:30]3[CH:35]=[CH:34][CH:33]=[CH:32][CH:31]=3)=[CH:14][CH:13]=2)[CH2:11][CH2:10][CH2:9]1)([CH3:4])([CH3:3])[CH3:2].[CH3:37][N:38]([CH3:63])[S:39]([N:42]1C2=C3C(=CC=C2[CH:44]=[N:43]1)C(=O)C(I)=C(C1C=CC=CC=1)O3)(=[O:41])=[O:40], predict the reaction product. (2) Given the reactants [Si:1]([O:8][CH:9]1[CH2:29][CH2:28][CH2:27][C:10]21[O:14][C:13](=[O:15])[N:12]([C:16]1[CH:23]=[CH:22][C:19]([C:20]#[N:21])=[C:18]([Cl:24])[C:17]=1[CH3:25])[C:11]2=[O:26])([C:4]([CH3:7])([CH3:6])[CH3:5])([CH3:3])[CH3:2].C([BH-](CC)CC)C.[Li+], predict the reaction product. The product is: [Si:1]([O:8][CH:9]1[CH2:29][CH2:28][CH2:27][C:10]21[O:14][C:13](=[O:15])[N:12]([C:16]1[CH:23]=[CH:22][C:19]([C:20]#[N:21])=[C:18]([Cl:24])[C:17]=1[CH3:25])[CH:11]2[OH:26])([C:4]([CH3:7])([CH3:5])[CH3:6])([CH3:3])[CH3:2]. (3) Given the reactants [CH3:1][C:2]([O-:5])(C)[CH3:3].[K+].O[C:8]1[CH:17]=[CH:16]C=[C:14]2[C:9]=1[CH2:10][CH2:11][CH2:12]C2=O, predict the reaction product. The product is: [CH2:14]=[C:9]1[CH2:10][CH2:11][CH2:12][C:3]2[C:2]([OH:5])=[CH:1][CH:16]=[CH:17][C:8]1=2. (4) Given the reactants [CH2:1]([O:3][C:4]([C:6]1[C:14]2[C:9](=[CH:10][C:11]([OH:15])=[CH:12][CH:13]=2)[NH:8][N:7]=1)=[O:5])[CH3:2].N1C=CN=C1.[CH3:21][C:22]([Si:25](Cl)([C:32]1[CH:37]=[CH:36][CH:35]=[CH:34][CH:33]=1)[C:26]1[CH:31]=[CH:30][CH:29]=[CH:28][CH:27]=1)([CH3:24])[CH3:23].C(=O)([O-])O.[Na+], predict the reaction product. The product is: [CH2:1]([O:3][C:4]([C:6]1[C:14]2[C:9](=[CH:10][C:11]([O:15][Si:25]([C:22]([CH3:24])([CH3:23])[CH3:21])([C:32]3[CH:33]=[CH:34][CH:35]=[CH:36][CH:37]=3)[C:26]3[CH:31]=[CH:30][CH:29]=[CH:28][CH:27]=3)=[CH:12][CH:13]=2)[NH:8][N:7]=1)=[O:5])[CH3:2]. (5) Given the reactants [Cl:1][C:2]1[CH:7]=[CH:6][C:5]([Cl:8])=[CH:4][C:3]=1[SH:9].[S:10](=[O:14])(=O)([OH:12])[OH:11].[OH-:15].[Na+:16].[Mn]([O-])(=O)(=O)=[O:18].[K+].[OH2:23], predict the reaction product. The product is: [Cl:8][C:5]1[CH:4]=[C:3]([S:9]([O-:18])(=[O:23])=[O:15])[C:2]([Cl:1])=[CH:7][C:6]=1[S:10]([O-:12])(=[O:14])=[O:11].[Na+:16].[Na+:16]. (6) The product is: [NH2:8][C:9]1[C:18]([F:19])=[C:17]([F:20])[CH:16]=[C:15]2[C:10]=1[C:11](=[O:32])[C:12]([C:27]([O:29][CH2:30][CH3:31])=[O:28])=[CH:13][N:14]2[CH:21]1[CH2:22][CH2:23][O:24][CH2:25][CH2:26]1. Given the reactants C([NH:8][C:9]1[C:18]([F:19])=[C:17]([F:20])[CH:16]=[C:15]2[C:10]=1[C:11](=[O:32])[C:12]([C:27]([O:29][CH2:30][CH3:31])=[O:28])=[CH:13][N:14]2[CH:21]1[CH2:26][CH2:25][O:24][CH2:23][CH2:22]1)C1C=CC=CC=1, predict the reaction product. (7) The product is: [Cl:25][CH2:21][C:16]1[C:15]([C:11]2[CH:10]=[CH:9][C:8]([C:5]3[N:6]=[CH:7][C:2]([NH2:1])=[N:3][CH:4]=3)=[C:13]([F:14])[CH:12]=2)=[CH:20][CH:19]=[CH:18][CH:17]=1. Given the reactants [NH2:1][C:2]1[N:3]=[CH:4][C:5]([C:8]2[C:13]([F:14])=[CH:12][C:11]([C:15]3[CH:20]=[CH:19][CH:18]=[CH:17][C:16]=3[CH2:21]O)=[CH:10][CH:9]=2)=[N:6][CH:7]=1.O=S(Cl)[Cl:25], predict the reaction product. (8) Given the reactants [CH2:1]([C:3]1[CH:4]=[C:5]([OH:9])[CH:6]=[CH:7][CH:8]=1)[CH3:2].[CH2:10]([N:17]1[CH2:22][CH2:21][C:20](=O)[CH2:19][CH2:18]1)[C:11]1[CH:16]=[CH:15][CH:14]=[CH:13][CH:12]=1.Cl, predict the reaction product. The product is: [CH2:10]([N:17]1[CH2:18][CH:19]=[C:20]([C:6]2[CH:7]=[CH:8][C:3]([CH2:1][CH3:2])=[CH:4][C:5]=2[OH:9])[CH2:21][CH2:22]1)[C:11]1[CH:16]=[CH:15][CH:14]=[CH:13][CH:12]=1. (9) Given the reactants [OH:1][C:2]1[CH:3]=[C:4]([C:8]2[C:13]([CH2:14][C:15]([O:17][CH3:18])=[O:16])=[C:12]([CH3:19])[N:11]=[C:10]([C:20]3[CH:25]=[CH:24][CH:23]=[CH:22][CH:21]=3)[N:9]=2)[CH:5]=[CH:6][CH:7]=1.Br[CH2:27][O:28][CH3:29].[CH:30](N(CC)C(C)C)([CH3:32])[CH3:31], predict the reaction product. The product is: [CH3:27][O:28][CH2:29][O:1][C:2]1[CH:3]=[C:4]([C:8]2[C:13]([CH:14]([CH2:31][CH2:30][CH3:32])[C:15]([O:17][CH3:18])=[O:16])=[C:12]([CH3:19])[N:11]=[C:10]([C:20]3[CH:21]=[CH:22][CH:23]=[CH:24][CH:25]=3)[N:9]=2)[CH:5]=[CH:6][CH:7]=1.